From a dataset of Reaction yield outcomes from USPTO patents with 853,638 reactions. Predict the reaction yield, written as a fraction of the theoretical maximum amount of product (1.0 means a 100% yield; for example, 0.34 means a 34% yield). The reactants are [H-].[Na+].[C:3]([O:7][C:8](=[O:21])[NH:9][C@@H:10]1[C:19]2[C:14](=[CH:15][CH:16]=[CH:17][CH:18]=2)[C@@H:13]([OH:20])[CH2:12][CH2:11]1)([CH3:6])([CH3:5])[CH3:4].[Cl:22][C:23]1[CH:28]=[C:27]([N+]([O-])=O)[CH:26]=[CH:25][N:24]=1. The product is [C:3]([O:7][C:8](=[O:21])[NH:9][C@@H:10]1[C:19]2[C:14](=[CH:15][CH:16]=[CH:17][CH:18]=2)[C@@H:13]([O:20][C:27]2[CH:26]=[CH:25][N:24]=[C:23]([Cl:22])[CH:28]=2)[CH2:12][CH2:11]1)([CH3:6])([CH3:4])[CH3:5]. The catalyst is CN(C=O)C.O. The yield is 0.950.